This data is from Forward reaction prediction with 1.9M reactions from USPTO patents (1976-2016). The task is: Predict the product of the given reaction. (1) Given the reactants [CH:1]([O:4][C:5]1[CH:6]=[C:7]([CH:29]=[CH:30][CH:31]=1)[C:8]([C:10]1[C:19]2[C:14](=[CH:15][C:16]([O:22][CH3:23])=[C:17]([O:20][CH3:21])[CH:18]=2)[C:13]([CH2:24][CH2:25][C:26]([OH:28])=O)=[CH:12][N:11]=1)=[O:9])([CH3:3])[CH3:2].C([N:34](CC)CC)C.ClC(OCC(C)C)=O.[OH-].N, predict the reaction product. The product is: [CH:1]([O:4][C:5]1[CH:6]=[C:7]([CH:29]=[CH:30][CH:31]=1)[C:8]([C:10]1[C:19]2[C:14](=[CH:15][C:16]([O:22][CH3:23])=[C:17]([O:20][CH3:21])[CH:18]=2)[C:13]([CH2:24][CH2:25][C:26]([NH2:34])=[O:28])=[CH:12][N:11]=1)=[O:9])([CH3:3])[CH3:2]. (2) Given the reactants [C:1]1([C:7]2[C:19]3[C:18]4[C:13](=[CH:14][CH:15]=[CH:16][CH:17]=4)[CH2:12][C:11]=3[C:10]([C:20]#[N:21])=[C:9]([N:22]3[CH2:26][CH2:25][CH2:24][CH2:23]3)[CH:8]=2)[CH:6]=[CH:5][CH:4]=[CH:3][CH:2]=1.[H-].[Na+].C1C[O:32]CC1, predict the reaction product. The product is: [O:32]=[C:12]1[C:11]2[C:10]([C:20]#[N:21])=[C:9]([N:22]3[CH2:23][CH2:24][CH2:25][CH2:26]3)[CH:8]=[C:7]([C:1]3[CH:6]=[CH:5][CH:4]=[CH:3][CH:2]=3)[C:19]=2[C:18]2[C:13]1=[CH:14][CH:15]=[CH:16][CH:17]=2. (3) Given the reactants [F:1][C:2]1[C:9]([F:10])=[CH:8][CH:7]=[C:6]([F:11])[C:3]=1[CH:4]=O.[CH3:12][O:13][C:14]1[CH:15]=[C:16]([CH:20]=[CH:21][C:22]=1[O:23][CH3:24])[CH2:17][C:18]#[N:19], predict the reaction product. The product is: [CH3:12][O:13][C:14]1[CH:15]=[C:16](/[C:17](=[CH:4]/[C:3]2[C:6]([F:11])=[CH:7][CH:8]=[C:9]([F:10])[C:2]=2[F:1])/[C:18]#[N:19])[CH:20]=[CH:21][C:22]=1[O:23][CH3:24]. (4) Given the reactants [CH:1]1([C:6]2[CH:10]=[C:9]([NH:11][C:12]([NH:14][C:15]3[CH:20]=[C:19]([C:21]4[C:32](=[O:33])[N:31]([CH3:34])[C:24]5[N:25]=[C:26](SC)[N:27]=[CH:28][C:23]=5[CH:22]=4)[C:18]([CH3:35])=[CH:17][C:16]=3[F:36])=[O:13])[N:8]([CH3:37])[N:7]=2)[CH2:5][CH2:4][CH2:3][CH2:2]1.[CH3:38][NH2:39].C1COCC1, predict the reaction product. The product is: [CH:1]1([C:6]2[CH:10]=[C:9]([NH:11][C:12]([NH:14][C:15]3[CH:20]=[C:19]([C:21]4[C:32](=[O:33])[N:31]([CH3:34])[C:24]5[N:25]=[C:26]([NH:39][CH3:38])[N:27]=[CH:28][C:23]=5[CH:22]=4)[C:18]([CH3:35])=[CH:17][C:16]=3[F:36])=[O:13])[N:8]([CH3:37])[N:7]=2)[CH2:5][CH2:4][CH2:3][CH2:2]1. (5) Given the reactants [C:1]([C:3]1[CH:4]=[C:5]([CH:29]=[CH:30][C:31]=1[O:32][CH:33]([CH3:35])[CH3:34])[CH2:6][O:7][C:8]1[CH:16]=[CH:15][C:14]2[N:13]3[CH2:17][CH2:18][CH:19]([CH2:20][C:21]([O:23]C(C)(C)C)=[O:22])[C:12]3=[C:11]([CH3:28])[C:10]=2[CH:9]=1)#[N:2].C(S)[C@H](N)C(O)=O.C(O)(C(F)(F)F)=O, predict the reaction product. The product is: [C:1]([C:3]1[CH:4]=[C:5]([CH:29]=[CH:30][C:31]=1[O:32][CH:33]([CH3:35])[CH3:34])[CH2:6][O:7][C:8]1[CH:16]=[CH:15][C:14]2[N:13]3[CH2:17][CH2:18][CH:19]([CH2:20][C:21]([OH:23])=[O:22])[C:12]3=[C:11]([CH3:28])[C:10]=2[CH:9]=1)#[N:2]. (6) Given the reactants [F:1][C:2]([F:7])([F:6])[C:3]([OH:5])=[O:4].FC(F)(F)C(O)=O.[Cl:15][C:16]1[CH:17]=[N:18][C:19]2[NH:20][C:21]3[CH:22]=[CH:23][CH:24]=[C:25]([CH:38]=3)[CH2:26][CH2:27][C:28]3[CH:36]=[C:32]([NH:33][C:34]=1[N:35]=2)[CH:31]=[C:30]([NH2:37])[CH:29]=3.[F:39][C:40]1[CH:45]=[CH:44][CH:43]=[C:42]([N:46]=[C:47]=[O:48])[CH:41]=1, predict the reaction product. The product is: [F:1][C:2]([F:7])([F:6])[C:3]([OH:5])=[O:4].[Cl:15][C:16]1[CH:17]=[N:18][C:19]2[NH:20][C:21]3[CH:22]=[CH:23][CH:24]=[C:25]([CH:38]=3)[CH2:26][CH2:27][C:28]3[CH:36]=[C:32]([NH:33][C:34]=1[N:35]=2)[CH:31]=[C:30]([NH:37][C:47]([NH:46][C:42]1[CH:43]=[CH:44][CH:45]=[C:40]([F:39])[CH:41]=1)=[O:48])[CH:29]=3. (7) Given the reactants CNC[C@@H](NC(N1CCC[C@@H]([C@H](C2C=C(C)C=CC=2)OCCNC(=O)OC)C1)=O)CC1CCCOC1.[Cl:37][C:38]1[CH:39]=[C:40]([C@@H:45]([C@@H:54]2[CH2:59][CH2:58][CH2:57][N:56]([C:60](=[O:73])[NH:61][C@@H:62]([CH2:66][C@H:67]3[CH2:72][CH2:71][CH2:70][O:69][CH2:68]3)[CH2:63][NH:64][CH3:65])[CH2:55]2)[O:46][CH2:47][CH2:48][NH:49][C:50](=[O:53])[O:51][CH3:52])[CH:41]=[CH:42][C:43]=1F.ClC1C=C([C@@H]([C@@H]2CCCN(C(=O)N[C@@H](C[C@H]3CCCOC3)CNC)C2)OCCNC(=O)OCC)C=C(F)C=1.ClC1C=CC(C)=C([C@@H]([C@@H]2CCCN(C(=O)N[C@@H](C[C@H]3CCCOC3)CNC)C2)OCCNC(=O)OC)C=1, predict the reaction product. The product is: [Cl:37][C:38]1[CH:39]=[C:40]([C@@H:45]([C@@H:54]2[CH2:59][CH2:58][CH2:57][N:56]([C:60](=[O:73])[NH:61][C@@H:62]([CH2:66][C@H:67]3[CH2:72][CH2:71][CH2:70][O:69][CH2:68]3)[CH2:63][NH:64][CH3:65])[CH2:55]2)[O:46][CH2:47][CH2:48][NH:49][C:50](=[O:53])[O:51][CH3:52])[CH:41]=[CH:42][CH:43]=1.